This data is from Reaction yield outcomes from USPTO patents with 853,638 reactions. The task is: Predict the reaction yield, written as a fraction of the theoretical maximum amount of product (1.0 means a 100% yield; for example, 0.34 means a 34% yield). The reactants are [CH3:1][O:2][C:3]1[CH:4]=[C:5]2[C:10](=[CH:11][C:12]=1[O:13][CH3:14])[N:9]=[CH:8][CH:7]=[C:6]2[O:15][C:16]1[CH:22]=[CH:21][C:19]([NH2:20])=[C:18]([CH3:23])[C:17]=1[CH3:24].C1(C)C=CC=CC=1.C(N(CC)CC)C.ClC(Cl)(O[C:43](=[O:49])[O:44][C:45](Cl)(Cl)Cl)Cl.[CH3:51][O:52][C:53]1[CH:63]=[CH:62][C:56]([O:57][CH2:58][CH2:59]CO)=[CH:55][CH:54]=1. The catalyst is C(Cl)Cl. The product is [CH3:1][O:2][C:3]1[CH:4]=[C:5]2[C:10](=[CH:11][C:12]=1[O:13][CH3:14])[N:9]=[CH:8][CH:7]=[C:6]2[O:15][C:16]1[CH:22]=[CH:21][C:19]([NH:20][C:43](=[O:49])[O:44][CH2:45][CH2:59][CH2:58][O:57][C:56]2[CH:62]=[CH:63][C:53]([O:52][CH3:51])=[CH:54][CH:55]=2)=[C:18]([CH3:23])[C:17]=1[CH3:24]. The yield is 0.830.